Dataset: Full USPTO retrosynthesis dataset with 1.9M reactions from patents (1976-2016). Task: Predict the reactants needed to synthesize the given product. (1) Given the product [CH3:12][C:4]1[CH:5]=[C:6]([C:8]([O:10][CH3:11])=[O:9])[CH:7]=[CH:2][N:3]=1, predict the reactants needed to synthesize it. The reactants are: Cl[C:2]1[CH:7]=[C:6]([C:8]([O:10][CH3:11])=[O:9])[CH:5]=[C:4]([CH3:12])[N:3]=1. (2) Given the product [NH2:1][C:2]1[N:7]=[CH:6][C:5]([C:8]2[N:9]=[C:10]([N:26]3[CH2:27][CH2:28][O:29][CH2:30][CH2:31]3)[C:11]3[S:16][C:15]([C:17]4[CH:18]=[C:19]([C:22]([N:36]5[CH2:37][CH2:38][N:33]([CH3:32])[CH2:34][CH2:35]5)=[O:23])[S:20][CH:21]=4)=[C:14]([CH3:25])[C:12]=3[N:13]=2)=[CH:4][N:3]=1, predict the reactants needed to synthesize it. The reactants are: [NH2:1][C:2]1[N:7]=[CH:6][C:5]([C:8]2[N:9]=[C:10]([N:26]3[CH2:31][CH2:30][O:29][CH2:28][CH2:27]3)[C:11]3[S:16][C:15]([C:17]4[CH:18]=[C:19]([C:22](O)=[O:23])[S:20][CH:21]=4)=[C:14]([CH3:25])[C:12]=3[N:13]=2)=[CH:4][N:3]=1.[CH3:32][N:33]1[CH2:38][CH2:37][NH:36][CH2:35][CH2:34]1. (3) Given the product [C:2]1([CH3:1])[CH:9]=[CH:8][C:5]([CH:6]=[CH:13][C:12](=[O:11])[CH3:17])=[CH:4][CH:3]=1, predict the reactants needed to synthesize it. The reactants are: [CH3:1][C:2]1[CH:9]=[CH:8][C:5]([CH:6]=O)=[CH:4][CH:3]=1.C[O:11][C:12]1[CH:17]=CC=C[C:13]=1C=CC(=O)C. (4) Given the product [Cl:40][C:25]1[C:26]([NH:28][C@@H:29]2[CH2:34][CH2:33][CH2:32][CH2:31][C@H:30]2[NH:35][S:36]([CH3:39])(=[O:38])=[O:37])=[N:27][C:22]([NH:16][C:13]2[CH:14]=[CH:15][C:8]3[CH2:7][CH2:6][N:5]([CH2:4][C@H:3]([O:17][CH3:18])[C:2]([F:1])([F:19])[F:20])[CH2:11][CH2:10][C:9]=3[CH:12]=2)=[N:23][CH:24]=1, predict the reactants needed to synthesize it. The reactants are: [F:1][C:2]([F:20])([F:19])[C@@H:3]([O:17][CH3:18])[CH2:4][N:5]1[CH2:11][CH2:10][C:9]2[CH:12]=[C:13]([NH2:16])[CH:14]=[CH:15][C:8]=2[CH2:7][CH2:6]1.Cl[C:22]1[N:27]=[C:26]([NH:28][C@@H:29]2[CH2:34][CH2:33][CH2:32][CH2:31][C@H:30]2[NH:35][S:36]([CH3:39])(=[O:38])=[O:37])[C:25]([Cl:40])=[CH:24][N:23]=1.